The task is: Predict the reaction yield, written as a fraction of the theoretical maximum amount of product (1.0 means a 100% yield; for example, 0.34 means a 34% yield).. This data is from Reaction yield outcomes from USPTO patents with 853,638 reactions. (1) The reactants are [CH2:1]([CH:3]1[CH:7]([C:8]2[N:12]3[C:13]4[CH:19]=[CH:18][N:17](COCC[Si](C)(C)C)[C:14]=4[N:15]=[CH:16][C:11]3=[N:10][N:9]=2)[CH2:6][CH:5]([O:28][C:29]2[N:30]=[CH:31][C:32]([C:35]#[N:36])=[N:33][CH:34]=2)[CH2:4]1)[CH3:2].C(O)(C(F)(F)F)=O.[OH-].[NH4+].O. The catalyst is C(Cl)Cl. The product is [CH2:1]([CH:3]1[CH:7]([C:8]2[N:12]3[C:13]4[CH:19]=[CH:18][NH:17][C:14]=4[N:15]=[CH:16][C:11]3=[N:10][N:9]=2)[CH2:6][CH:5]([O:28][C:29]2[N:30]=[CH:31][C:32]([C:35]#[N:36])=[N:33][CH:34]=2)[CH2:4]1)[CH3:2]. The yield is 0.870. (2) The reactants are [CH2:1]([O:3][C:4](=[O:9])[C:5](=O)[CH2:6]Br)[CH3:2].[NH2:10][C:11]1[CH:16]=[CH:15][C:14]([I:17])=[CH:13][N:12]=1. The catalyst is C(#N)C. The product is [CH2:1]([O:3][C:4]([C:5]1[N:10]=[C:11]2[CH:16]=[CH:15][C:14]([I:17])=[CH:13][N:12]2[CH:6]=1)=[O:9])[CH3:2]. The yield is 0.560. (3) The reactants are [OH:1][C:2]1[CH:11]=[C:10]2[C:5]([C:6]([CH3:19])=[C:7]([C:13]3[CH:18]=[CH:17][CH:16]=[CH:15][CH:14]=3)[C:8](=[O:12])[O:9]2)=[CH:4][CH:3]=1.[I-].C[N+]1C=CN([C:27]([N:29]2[CH2:34][CH2:33][O:32][CH2:31][CH2:30]2)=[O:28])C=1. No catalyst specified. The product is [CH3:19][C:6]1[C:5]2[C:10](=[CH:11][C:2]([O:1][C:27]([N:29]3[CH2:34][CH2:33][O:32][CH2:31][CH2:30]3)=[O:28])=[CH:3][CH:4]=2)[O:9][C:8](=[O:12])[C:7]=1[C:13]1[CH:14]=[CH:15][CH:16]=[CH:17][CH:18]=1. The yield is 0.410. (4) The reactants are CS(O[CH2:6][C@@H:7]([NH:15][C:16]([O:18][C:19]([CH3:22])([CH3:21])[CH3:20])=[O:17])[CH2:8][CH:9]1[CH2:14][CH2:13][CH2:12][CH2:11][CH2:10]1)(=O)=O.[N-:23]=[N+:24]=[N-:25].[Na+]. The catalyst is CN(C=O)C. The product is [N:23]([CH2:6][C@@H:7]([NH:15][C:16](=[O:17])[O:18][C:19]([CH3:22])([CH3:21])[CH3:20])[CH2:8][CH:9]1[CH2:14][CH2:13][CH2:12][CH2:11][CH2:10]1)=[N+:24]=[N-:25]. The yield is 0.650. (5) The reactants are [OH:1][CH2:2][CH2:3][NH:4][C:5]1[N:6]=[C:7]([CH3:38])[C:8]2[C:13]([C:14]3[CH:19]=[CH:18][CH:17]=[CH:16][CH:15]=3)=[C:12]([C:20]3[CH:25]=[CH:24][C:23]([C:26]4([NH:30]C(=O)OC(C)(C)C)[CH2:29][CH2:28][CH2:27]4)=[CH:22][CH:21]=3)[O:11][C:9]=2[N:10]=1.[ClH:39].O1CCOCC1. The catalyst is C1COCC1.C(OCC)C. The product is [ClH:39].[NH2:30][C:26]1([C:23]2[CH:24]=[CH:25][C:20]([C:12]3[O:11][C:9]4[N:10]=[C:5]([NH:4][CH2:3][CH2:2][OH:1])[N:6]=[C:7]([CH3:38])[C:8]=4[C:13]=3[C:14]3[CH:15]=[CH:16][CH:17]=[CH:18][CH:19]=3)=[CH:21][CH:22]=2)[CH2:27][CH2:28][CH2:29]1. The yield is 0.720. (6) The reactants are [NH2:1][C:2]1[S:3][C:4]([CH2:11][CH2:12][CH3:13])=[CH:5][C:6]=1[C:7]([O:9]C)=O.ClC(Cl)(O[C:18](=[O:24])OC(Cl)(Cl)Cl)Cl.C(N(CC)CC)C.[C:33]1([CH2:39][CH2:40][NH2:41])[CH:38]=[CH:37][CH:36]=[CH:35][CH:34]=1. The catalyst is C(Cl)Cl. The product is [C:33]1([CH2:39][CH2:40][N:41]2[C:7](=[O:9])[C:6]3[CH:5]=[C:4]([CH2:11][CH2:12][CH3:13])[S:3][C:2]=3[NH:1][C:18]2=[O:24])[CH:38]=[CH:37][CH:36]=[CH:35][CH:34]=1. The yield is 0.900.